From a dataset of Reaction yield outcomes from USPTO patents with 853,638 reactions. Predict the reaction yield, written as a fraction of the theoretical maximum amount of product (1.0 means a 100% yield; for example, 0.34 means a 34% yield). (1) The reactants are [Cl:1][C:2]1[S:6][C:5]([C:7]([NH:9][C@H:10]([CH2:18][N:19]2C(=O)C3C(=CC=CC=3)C2=O)[CH2:11][CH:12]2[CH2:17][CH2:16][CH2:15][CH2:14][CH2:13]2)=[O:8])=[CH:4][C:3]=1[C:30]1[N:34]([CH3:35])[N:33]=[CH:32][C:31]=1[Cl:36].NN. The catalyst is O1CCCC1.CO. The product is [NH2:19][CH2:18][C@@H:10]([NH:9][C:7]([C:5]1[S:6][C:2]([Cl:1])=[C:3]([C:30]2[N:34]([CH3:35])[N:33]=[CH:32][C:31]=2[Cl:36])[CH:4]=1)=[O:8])[CH2:11][CH:12]1[CH2:13][CH2:14][CH2:15][CH2:16][CH2:17]1. The yield is 0.700. (2) The reactants are C([O:3][C:4]([C:6]1[CH:10]=[C:9]([C:11]2[CH:16]=[CH:15][CH:14]=[C:13]([CH2:17][CH2:18][CH2:19][OH:20])[CH:12]=2)[O:8][N:7]=1)=[O:5])C.C1(P(C2C=CC=CC=2)C2C=CC=CC=2)C=CC=CC=1.[OH:40][C:41]1[CH:50]=[CH:49][CH:48]=[C:47](O)[C:42]=1[C:43]([O:45][CH3:46])=[O:44].CCOC(/N=N/C(OCC)=O)=O. The catalyst is C1COCC1. The product is [OH:40][C:41]1[C:42]([C:43]([O:45][CH3:46])=[O:44])=[C:47]([CH:48]=[CH:49][CH:50]=1)[O:20][CH2:19][CH2:18][CH2:17][C:13]1[CH:12]=[C:11]([C:9]2[O:8][N:7]=[C:6]([C:4]([OH:3])=[O:5])[CH:10]=2)[CH:16]=[CH:15][CH:14]=1. The yield is 0.0700. (3) The reactants are [CH3:1][C:2]1[NH:3][C:4]2[C:9]([C:10]=1[CH:11]=O)=[CH:8][C:7]([N+:13]([O-:15])=[O:14])=[CH:6][CH:5]=2.[CH3:16][S:17]([CH2:20][C:21]#[N:22])(=[O:19])=[O:18]. No catalyst specified. The product is [CH3:16][S:17]([C:20](=[CH:11][C:10]1[C:9]2[C:4](=[CH:5][CH:6]=[C:7]([N+:13]([O-:15])=[O:14])[CH:8]=2)[NH:3][C:2]=1[CH3:1])[C:21]#[N:22])(=[O:19])=[O:18]. The yield is 0.850.